This data is from Reaction yield outcomes from USPTO patents with 853,638 reactions. The task is: Predict the reaction yield, written as a fraction of the theoretical maximum amount of product (1.0 means a 100% yield; for example, 0.34 means a 34% yield). (1) The reactants are [NH2:1][C:2]1[N:10]=[C:9]2[C:5]([NH:6][C:7](=[O:19])[N:8]2[C@H:11]2[CH2:16][CH2:15][C@H:14]([O:17][CH3:18])[CH2:13][CH2:12]2)=[C:4]([Cl:20])[N:3]=1.C(=O)([O-])[O-].[Cs+].[Cs+].C1C=CC(P(C2C(C3C(P(C4C=CC=CC=4)C4C=CC=CC=4)=CC=C4C=3C=CC=C4)=C3C(C=CC=C3)=CC=2)C2C=CC=CC=2)=CC=1.Br[C:74]1[CH:75]=[C:76]([CH:79]=[CH:80][C:81]=1[N+:82]([O-:84])=[O:83])[C:77]#[N:78]. The catalyst is C1(C)C=CC=CC=1.CC([O-])=O.CC([O-])=O.[Pd+2]. The product is [Cl:20][C:4]1[N:3]=[C:2]([NH:1][C:80]2[CH:79]=[C:76]([CH:75]=[CH:74][C:81]=2[N+:82]([O-:84])=[O:83])[C:77]#[N:78])[N:10]=[C:9]2[C:5]=1[NH:6][C:7](=[O:19])[N:8]2[C@H:11]1[CH2:12][CH2:13][C@H:14]([O:17][CH3:18])[CH2:15][CH2:16]1. The yield is 0.500. (2) The reactants are [CH2:1]([Zn]CC)C.C(O)(C(F)(F)F)=O.ICI.[Br:16][C:17]1[CH:22]=[C:21]([CH:23]=[CH2:24])[CH:20]=[C:19]([Br:25])[CH:18]=1. The catalyst is ClCCCl. The product is [Br:16][C:17]1[CH:22]=[C:21]([CH:23]2[CH2:1][CH2:24]2)[CH:20]=[C:19]([Br:25])[CH:18]=1. The yield is 0.740. (3) The reactants are [Cl:1][C:2]1[CH:7]=[CH:6][C:5]([C:8]2[C:9]([NH:35][NH:36][C:37](=O)[CH2:38][O:39][CH3:40])=[N:10][N:11]([CH2:23][C:24]3[C:25]([CH3:34])=[N:26][C:27]([C:30]([F:33])([F:32])[F:31])=[CH:28][CH:29]=3)[C:12](=[O:22])[C:13]=2[C:14]2[CH:19]=[CH:18][C:17]([C:20]#[N:21])=[CH:16][CH:15]=2)=[CH:4][CH:3]=1.O=P(Cl)(Cl)Cl. The product is [Cl:1][C:2]1[CH:7]=[CH:6][C:5]([C:8]2[C:9]3[N:10]([C:37]([CH2:38][O:39][CH3:40])=[N:36][N:35]=3)[N:11]([CH2:23][C:24]3[C:25]([CH3:34])=[N:26][C:27]([C:30]([F:31])([F:32])[F:33])=[CH:28][CH:29]=3)[C:12](=[O:22])[C:13]=2[C:14]2[CH:19]=[CH:18][C:17]([C:20]#[N:21])=[CH:16][CH:15]=2)=[CH:4][CH:3]=1. The catalyst is C1(C)C=CC=CC=1. The yield is 0.730. (4) The reactants are C1(C#CC2CC3(CCNCC3)ON=2)C=CC=CC=1.[C:19]1([C:25]#[C:26][C:27]2[CH2:41][C:30]3([CH2:33][N:32](C(OC(C)(C)C)=O)[CH2:31]3)[O:29][N:28]=2)[CH:24]=[CH:23][CH:22]=[CH:21][CH:20]=1. The catalyst is C(Cl)(Cl)Cl. The product is [C:19]1([C:25]#[C:26][C:27]2[CH2:41][C:30]3([CH2:33][NH:32][CH2:31]3)[O:29][N:28]=2)[CH:24]=[CH:23][CH:22]=[CH:21][CH:20]=1. The yield is 1.00. (5) The reactants are Cl[C:2]1[C:11]2[C:6](=[CH:7][CH:8]=[CH:9][CH:10]=2)[N:5]=[C:4]([C:12]([F:15])([F:14])[F:13])[N:3]=1.[CH3:16][NH:17][NH2:18]. The catalyst is ClCCl. The product is [CH3:16][N:17]([C:2]1[C:11]2[C:6](=[CH:7][CH:8]=[CH:9][CH:10]=2)[N:5]=[C:4]([C:12]([F:15])([F:14])[F:13])[N:3]=1)[NH2:18]. The yield is 0.960. (6) The reactants are [C:1]([O:5][CH:6]([C:11]1[C:16]([C:17]([F:20])([F:19])[F:18])=[CH:15][CH:14]=[C:13]([C:21]2[CH:26]=[CH:25][C:24]([NH:27][C:28](=[O:30])[CH3:29])=[CH:23][CH:22]=2)[C:12]=1[C:31]1[CH:32]=[CH:33][C:34]2[O:39][CH2:38][CH2:37][CH2:36][C:35]=2[CH:40]=1)[C:7]([O:9]C)=[O:8])([CH3:4])([CH3:3])[CH3:2].[OH-].[Li+]. The catalyst is O1CCOCC1.O. The product is [NH2:27][C:24]1[CH:23]=[CH:22][C:21]([C:13]2[C:12]([C:31]3[CH:32]=[CH:33][C:34]4[O:39][CH2:38][CH2:37][CH2:36][C:35]=4[CH:40]=3)=[C:11]([CH:6]([O:5][C:1]([CH3:4])([CH3:3])[CH3:2])[C:7]([OH:9])=[O:8])[C:16]([C:17]([F:19])([F:20])[F:18])=[CH:15][CH:14]=2)=[CH:26][CH:25]=1.[C:1]([O:5][CH:6]([C:11]1[C:16]([C:17]([F:18])([F:19])[F:20])=[CH:15][CH:14]=[C:13]([C:21]2[CH:26]=[CH:25][C:24]([NH:27][C:28](=[O:30])[CH3:29])=[CH:23][CH:22]=2)[C:12]=1[C:31]1[CH:32]=[CH:33][C:34]2[O:39][CH2:38][CH2:37][CH2:36][C:35]=2[CH:40]=1)[C:7]([OH:9])=[O:8])([CH3:2])([CH3:3])[CH3:4]. The yield is 0.260.